From a dataset of Reaction yield outcomes from USPTO patents with 853,638 reactions. Predict the reaction yield, written as a fraction of the theoretical maximum amount of product (1.0 means a 100% yield; for example, 0.34 means a 34% yield). (1) The reactants are [CH3:1][C:2](=[O:7])[CH2:3][C:4](=O)[CH3:5].[Br:8][C:9]1[CH:16]=[CH:15]C(CBr)=[CH:11][CH:10]=1.C(=O)([O-])[O-].[K+].[K+]. The catalyst is CO. The product is [Br:8][C:9]1[CH:16]=[CH:15][C:5]([CH2:4][CH2:3][C:2](=[O:7])[CH3:1])=[CH:11][CH:10]=1. The yield is 0.670. (2) The reactants are Cl[C:2]1[CH:7]=[CH:6][N+:5]([O-:8])=[CH:4][CH:3]=1.[CH3:9][O:10][C:11]1[CH:16]=[C:15]([Cl:17])[CH:14]=[CH:13][C:12]=1B(O)O.C([O-])([O-])=O.[K+].[K+]. The catalyst is CS(C)=O.C1C=CC(P(C2C=CC=CC=2)[C-]2C=CC=C2)=CC=1.C1C=CC(P(C2C=CC=CC=2)[C-]2C=CC=C2)=CC=1.Cl[Pd]Cl.[Fe+2]. The product is [Cl:17][C:15]1[CH:14]=[CH:13][C:12]([C:2]2[CH:7]=[CH:6][N+:5]([O-:8])=[CH:4][CH:3]=2)=[C:11]([O:10][CH3:9])[CH:16]=1. The yield is 0.740. (3) The reactants are [C:1]([O:5][C:6]([CH:8]1[CH2:13][CH2:12][N:11]([C:14]2[C:24]([C:25]#[N:26])=[CH:23][C:17]([C:18]([O:20]CC)=[O:19])=[C:16]([CH3:27])[N:15]=2)[CH2:10][CH2:9]1)=[O:7])([CH3:4])([CH3:3])[CH3:2].[Li+].[OH-].Cl. The catalyst is C1COCC1. The product is [C:1]([O:5][C:6]([CH:8]1[CH2:13][CH2:12][N:11]([C:14]2[C:24]([C:25]#[N:26])=[CH:23][C:17]([C:18]([OH:20])=[O:19])=[C:16]([CH3:27])[N:15]=2)[CH2:10][CH2:9]1)=[O:7])([CH3:4])([CH3:3])[CH3:2]. The yield is 0.200. (4) The reactants are [C:1]([O:5][C:6]([N:8]1[CH2:12][CH2:11][CH2:10][CH:9]1[CH2:13][O:14][C:15]1[CH:20]=[CH:19][C:18]([O:21][CH2:22][C:23]#[CH:24])=[CH:17][CH:16]=1)=[O:7])([CH3:4])([CH3:3])[CH3:2].I[C:26]1[CH:31]=[CH:30][CH:29]=[CH:28][CH:27]=1.N1CCCC1. The catalyst is Cl[Pd]Cl.O. The product is [C:1]([O:5][C:6]([N:8]1[CH2:12][CH2:11][CH2:10][CH:9]1[CH2:13][O:14][C:15]1[CH:20]=[CH:19][C:18]([O:21][CH2:22][C:23]#[C:24][C:26]2[CH:31]=[CH:30][CH:29]=[CH:28][CH:27]=2)=[CH:17][CH:16]=1)=[O:7])([CH3:3])([CH3:2])[CH3:4]. The yield is 0.150. (5) The reactants are [Cl:1][C:2]1[N:3]=[C:4](Cl)[C:5]2[S:10][CH:9]=[CH:8][C:6]=2[N:7]=1.[NH:12]1[CH2:17][CH2:16][O:15][CH2:14][CH2:13]1. The catalyst is CO. The product is [Cl:1][C:2]1[N:3]=[C:4]([N:12]2[CH2:17][CH2:16][O:15][CH2:14][CH2:13]2)[C:5]2[S:10][CH:9]=[CH:8][C:6]=2[N:7]=1. The yield is 1.00. (6) The reactants are [OH:1][CH:2]([C:26]1[N:27]=[C:28]([C:31]2[CH:36]=[CH:35][CH:34]=[CH:33][CH:32]=2)[S:29][CH:30]=1)[CH:3]([NH:18]C(=O)OC(C)(C)C)[CH2:4][C:5]1[CH:10]=[CH:9][CH:8]=[C:7]([O:11][C:12]([F:17])([F:16])[CH:13]([F:15])[F:14])[CH:6]=1.FC(F)(F)C(O)=O. The catalyst is C(Cl)(Cl)Cl. The product is [NH2:18][CH:3]([CH2:4][C:5]1[CH:10]=[CH:9][CH:8]=[C:7]([O:11][C:12]([F:16])([F:17])[CH:13]([F:14])[F:15])[CH:6]=1)[CH:2]([C:26]1[N:27]=[C:28]([C:31]2[CH:36]=[CH:35][CH:34]=[CH:33][CH:32]=2)[S:29][CH:30]=1)[OH:1]. The yield is 0.870.